Dataset: Peptide-MHC class II binding affinity with 134,281 pairs from IEDB. Task: Regression. Given a peptide amino acid sequence and an MHC pseudo amino acid sequence, predict their binding affinity value. This is MHC class II binding data. (1) The peptide sequence is MWDPDVYLAFSGHRN. The MHC is DRB1_0101 with pseudo-sequence DRB1_0101. The binding affinity (normalized) is 0.440. (2) The peptide sequence is FQTVGSGLDHILSLA. The MHC is DRB1_1501 with pseudo-sequence DRB1_1501. The binding affinity (normalized) is 0.248. (3) The peptide sequence is RVAYGKCDSAGRSRR. The MHC is HLA-DQA10103-DQB10603 with pseudo-sequence HLA-DQA10103-DQB10603. The binding affinity (normalized) is 0. (4) The peptide sequence is GGAYESYKFIPALEA. The MHC is HLA-DQA10501-DQB10301 with pseudo-sequence HLA-DQA10501-DQB10301. The binding affinity (normalized) is 0.164. (5) The peptide sequence is GWYRPPFSRVVHLYR. The MHC is DRB1_0802 with pseudo-sequence DRB1_0802. The binding affinity (normalized) is 0.168.